From a dataset of Full USPTO retrosynthesis dataset with 1.9M reactions from patents (1976-2016). Predict the reactants needed to synthesize the given product. (1) The reactants are: Br[C:2]1[CH:15]=[CH:14][C:13]2[N:12]([S:16]([C:19]3[CH:24]=[CH:23][C:22]([O:25][CH3:26])=[CH:21][CH:20]=3)(=[O:18])=[O:17])[CH:11]([CH2:27][CH3:28])[C:10]3[C:5](=[CH:6][CH:7]=[C:8]([F:29])[CH:9]=3)[C:4]=2[CH:3]=1.[S:30]1[CH:34]=[CH:33][C:32](B(O)O)=[CH:31]1.ClCCl.[OH-].[Na+]. Given the product [CH2:27]([CH:11]1[C:10]2[C:5](=[CH:6][CH:7]=[C:8]([F:29])[CH:9]=2)[C:4]2[CH:3]=[C:2]([C:32]3[CH:33]=[CH:34][S:30][CH:31]=3)[CH:15]=[CH:14][C:13]=2[N:12]1[S:16]([C:19]1[CH:20]=[CH:21][C:22]([O:25][CH3:26])=[CH:23][CH:24]=1)(=[O:17])=[O:18])[CH3:28], predict the reactants needed to synthesize it. (2) Given the product [C:1]([O-:8])(=[O:7])/[CH:2]=[CH:3]/[C:4]([O-:6])=[O:5].[Fe+2:9], predict the reactants needed to synthesize it. The reactants are: [C:1]([OH:8])(=[O:7])/[CH:2]=[CH:3]/[C:4]([OH:6])=[O:5].[Fe:9](Cl)Cl. (3) Given the product [Cl:1][C:2]1[CH:3]=[CH:4][C:5]2[N:11]3[C:12]([C:15]([F:18])([F:16])[F:17])=[N:13][N:14]=[C:10]3[C@@H:9]([C:19]([OH:21])=[O:20])[CH2:8][C@H:7]([C:25]3[CH:30]=[CH:29][CH:28]=[C:27]([O:31][CH3:32])[C:26]=3[O:33][CH3:34])[C:6]=2[CH:35]=1, predict the reactants needed to synthesize it. The reactants are: [Cl:1][C:2]1[CH:3]=[CH:4][C:5]2[N:11]3[C:12]([C:15]([F:18])([F:17])[F:16])=[N:13][N:14]=[C:10]3[C@@H:9]([C:19]([O:21]C(C)C)=[O:20])[CH2:8][C@H:7]([C:25]3[CH:30]=[CH:29][CH:28]=[C:27]([O:31][CH3:32])[C:26]=3[O:33][CH3:34])[C:6]=2[CH:35]=1.[OH-].[K+].Cl. (4) Given the product [NH2:15][CH2:14][CH2:13][CH2:12][C:11]1[N:10]([C:26]2[CH:27]=[CH:28][C:29]([C:32]([NH:34][CH2:35][CH3:36])=[O:33])=[CH:30][CH:31]=2)[N:9]=[N:8][C:7]=1[C:5]([NH:4][CH:1]1[CH2:3][CH2:2]1)=[O:6], predict the reactants needed to synthesize it. The reactants are: [CH:1]1([NH:4][C:5]([C:7]2[N:8]=[N:9][N:10]([C:26]3[CH:31]=[CH:30][C:29]([C:32]([NH:34][CH2:35][CH3:36])=[O:33])=[CH:28][CH:27]=3)[C:11]=2[CH2:12][CH2:13][CH2:14][N:15]2C(=O)C3C(=CC=CC=3)C2=O)=[O:6])[CH2:3][CH2:2]1.O.NN. (5) Given the product [F:35][C:36]1[CH:37]=[CH:38][C:39]([NH2:54])=[C:40]([CH:42]2[CH2:43][CH2:44][C:45]3[C:50](=[CH:49][CH:48]=[C:47]([O:52][CH3:53])[CH:46]=3)[CH2:51]2)[CH:41]=1, predict the reactants needed to synthesize it. The reactants are: FC(F)(F)S(OC1C=C(F)C=CC=1[N+]([O-])=O)(=O)=O.COC1C=C2C(=CC=1)C=C([Sn](C)(C)C)CC2.[F:35][C:36]1[CH:37]=[CH:38][C:39]([N+:54]([O-])=O)=[C:40]([C:42]2[CH2:43][CH2:44][C:45]3[C:50]([CH:51]=2)=[CH:49][CH:48]=[C:47]([O:52][CH3:53])[CH:46]=3)[CH:41]=1. (6) Given the product [C:8]([O:12][C:13](=[O:26])[NH:14][C:15]1([C:19]2[CH:24]=[CH:23][C:22]([C:34]#[C:33][C:27]3[CH:32]=[CH:31][CH:30]=[CH:29][CH:28]=3)=[CH:21][CH:20]=2)[CH2:18][CH2:17][CH2:16]1)([CH3:11])([CH3:10])[CH3:9], predict the reactants needed to synthesize it. The reactants are: C(NC(C)C)(C)C.[C:8]([O:12][C:13](=[O:26])[NH:14][C:15]1([C:19]2[CH:24]=[CH:23][C:22](Br)=[CH:21][CH:20]=2)[CH2:18][CH2:17][CH2:16]1)([CH3:11])([CH3:10])[CH3:9].[C:27]1([C:33]#[CH:34])[CH:32]=[CH:31][CH:30]=[CH:29][CH:28]=1.